From a dataset of Catalyst prediction with 721,799 reactions and 888 catalyst types from USPTO. Predict which catalyst facilitates the given reaction. (1) Reactant: Br[C:2]1[CH:3]=[N:4][CH:5]=[CH:6][CH:7]=1.CCCCCC.[Li]CCCC.[C:19]([C:27]1[CH:32]=[CH:31][CH:30]=[CH:29][CH:28]=1)(=[O:26])[C:20]1[CH:25]=[CH:24][CH:23]=[CH:22][CH:21]=1. Product: [C:27]1([C:19]([C:20]2[CH:21]=[CH:22][CH:23]=[CH:24][CH:25]=2)([C:2]2[CH:3]=[N:4][CH:5]=[CH:6][CH:7]=2)[OH:26])[CH:28]=[CH:29][CH:30]=[CH:31][CH:32]=1. The catalyst class is: 1. (2) Reactant: [Cl:1][C:2]1[C:3]2[CH:24]=[CH:23][CH:22]=[CH:21][C:4]=2[S:5][C:6]=1[CH2:7][O:8][C:9]1[CH:17]=[CH:16][CH:15]=[C:11]([C:12](O)=[O:13])[C:10]=1[C:18]([OH:20])=O.Cl.[NH2:26][CH:27]1[CH2:33][CH2:32][C:31](=[O:34])[NH:30][C:28]1=[O:29]. Product: [Cl:1][C:2]1[C:3]2[CH:24]=[CH:23][CH:22]=[CH:21][C:4]=2[S:5][C:6]=1[CH2:7][O:8][C:9]1[CH:17]=[CH:16][CH:15]=[C:11]2[C:10]=1[C:18](=[O:20])[N:26]([CH:27]1[CH2:33][CH2:32][C:31](=[O:34])[NH:30][C:28]1=[O:29])[C:12]2=[O:13]. The catalyst class is: 17. (3) Reactant: [Mg].[CH2:2]([O:9][CH2:10][C@H:11]1[CH2:16][O:15][CH2:14][C:13](=[O:17])[N:12]1[C:18]([O:20][C:21]([CH3:24])([CH3:23])[CH3:22])=[O:19])[C:3]1[CH:8]=[CH:7][CH:6]=[CH:5][CH:4]=1.[Cl-].[NH4+].C(OCC)(=O)C.Br[C:34]1[CH:39]=[C:38]([F:40])[C:37]([F:41])=[C:36]([F:42])[CH:35]=1. Product: [CH2:2]([O:9][CH2:10][C@H:11]([NH:12][C:18](=[O:19])[O:20][C:21]([CH3:24])([CH3:23])[CH3:22])[CH2:16][O:15][CH2:14][C:13](=[O:17])[C:34]1[CH:39]=[C:38]([F:40])[C:37]([F:41])=[C:36]([F:42])[CH:35]=1)[C:3]1[CH:8]=[CH:7][CH:6]=[CH:5][CH:4]=1. The catalyst class is: 469. (4) Reactant: [CH3:1][O:2][C:3]1[CH:8]=[CH:7][C:6]([NH2:9])=[CH:5][CH:4]=1.CC(O)=O.[F:14][C:15]1[CH:22]=[C:21]([OH:23])[CH:20]=[CH:19][C:16]=1[CH:17]=O.[BH-](OC(C)=O)(OC(C)=O)OC(C)=O.[Na+]. Product: [F:14][C:15]1[CH:22]=[C:21]([OH:23])[CH:20]=[CH:19][C:16]=1[CH2:17][NH:9][C:6]1[CH:7]=[CH:8][C:3]([O:2][CH3:1])=[CH:4][CH:5]=1. The catalyst class is: 26.